Dataset: Catalyst prediction with 721,799 reactions and 888 catalyst types from USPTO. Task: Predict which catalyst facilitates the given reaction. (1) Reactant: [CH2:1]([C:3]1[CH:4]=[C:5]([C:11]2[CH:12]=[C:13]3[C:17](=[CH:18][CH:19]=2)[C:16](=[O:20])[CH2:15][CH2:14]3)[CH:6]=[CH:7][C:8]=1[O:9][CH3:10])[CH3:2].[CH:21](OCC)=[O:22].CC([O-])(C)C.[K+].CC(O)=O. Product: [CH2:1]([C:3]1[CH:4]=[C:5]([C:11]2[CH:12]=[C:13]3[C:17](=[CH:18][CH:19]=2)[C:16](=[O:20])[CH:15]([CH:21]=[O:22])[CH2:14]3)[CH:6]=[CH:7][C:8]=1[O:9][CH3:10])[CH3:2]. The catalyst class is: 260. (2) Reactant: [C:1](Cl)(=[O:3])[CH3:2].C(N(C(C)C)CC)(C)C.[C:14]([O:18][C:19](=[O:47])[N:20]([CH2:24][CH2:25][CH2:26][N:27]1[C:31]([NH2:32])=[C:30]([C:33](=[O:35])[NH2:34])[N:29]=[C:28]1[S:36][C:37]1[C:45]([I:46])=[CH:44][C:40]2[O:41][CH2:42][O:43][C:39]=2[CH:38]=1)[CH:21]([CH3:23])[CH3:22])([CH3:17])([CH3:16])[CH3:15]. The catalyst class is: 2. Product: [C:14]([O:18][C:19](=[O:47])[N:20]([CH2:24][CH2:25][CH2:26][N:27]1[C:31]([NH:32][C:1](=[O:3])[CH3:2])=[C:30]([C:33](=[O:35])[NH2:34])[N:29]=[C:28]1[S:36][C:37]1[C:45]([I:46])=[CH:44][C:40]2[O:41][CH2:42][O:43][C:39]=2[CH:38]=1)[CH:21]([CH3:22])[CH3:23])([CH3:16])([CH3:17])[CH3:15]. (3) Reactant: [C:1]([O:4][C@H:5]1[C@H:10]([O:11][C:12](=[O:14])[CH3:13])[C@@H:9]([O:15][C:16](=[O:18])[CH3:17])[CH:8]([C:19]2[CH:24]=[CH:23][C:22](Br)=[C:21]([CH2:26][C:27]3[CH:36]=[CH:35][C:30]4[O:31][CH2:32][CH2:33][O:34][C:29]=4[CH:28]=3)[CH:20]=2)[O:7][C@@H:6]1[CH2:37][O:38][C:39](=[O:41])[CH3:40])(=[O:3])[CH3:2].C1(P([CH:55]2[CH2:60][CH2:59]CCC2)C2CCCCC2)CCCCC1.[O-]P([O-])([O-])=O.[K+].[K+].[K+].C1(B(O)O)CC1. The catalyst class is: 498. Product: [C:1]([O:4][C@H:5]1[C@H:10]([O:11][C:12](=[O:14])[CH3:13])[C@@H:9]([O:15][C:16](=[O:18])[CH3:17])[CH:8]([C:19]2[CH:24]=[CH:23][C:22]([CH:59]3[CH2:60][CH2:55]3)=[C:21]([CH2:26][C:27]3[CH:36]=[CH:35][C:30]4[O:31][CH2:32][CH2:33][O:34][C:29]=4[CH:28]=3)[CH:20]=2)[O:7][C@@H:6]1[CH2:37][O:38][C:39](=[O:41])[CH3:40])(=[O:3])[CH3:2]. (4) Reactant: [OH:1][C:2]1[CH:7]=[CH:6][C:5]([C:8]2[C:9]([CH3:15])=[CH:10][C:11](=[O:14])[NH:12][N:13]=2)=[CH:4][CH:3]=1.N1C=CN=C1.[Si:21](Cl)([C:24]([CH3:27])([CH3:26])[CH3:25])([CH3:23])[CH3:22].[Cl-].[NH4+]. Product: [Si:21]([O:1][C:2]1[CH:7]=[CH:6][C:5]([C:8]2[C:9]([CH3:15])=[CH:10][C:11](=[O:14])[NH:12][N:13]=2)=[CH:4][CH:3]=1)([C:24]([CH3:27])([CH3:26])[CH3:25])([CH3:23])[CH3:22]. The catalyst class is: 3.